This data is from NCI-60 drug combinations with 297,098 pairs across 59 cell lines. The task is: Regression. Given two drug SMILES strings and cell line genomic features, predict the synergy score measuring deviation from expected non-interaction effect. Drug 1: CC(C1=C(C=CC(=C1Cl)F)Cl)OC2=C(N=CC(=C2)C3=CN(N=C3)C4CCNCC4)N. Drug 2: CC1CCC2CC(C(=CC=CC=CC(CC(C(=O)C(C(C(=CC(C(=O)CC(OC(=O)C3CCCCN3C(=O)C(=O)C1(O2)O)C(C)CC4CCC(C(C4)OC)OCCO)C)C)O)OC)C)C)C)OC. Cell line: BT-549. Synergy scores: CSS=15.1, Synergy_ZIP=1.18, Synergy_Bliss=-0.674, Synergy_Loewe=-18.7, Synergy_HSA=-3.80.